The task is: Predict the product of the given reaction.. This data is from Forward reaction prediction with 1.9M reactions from USPTO patents (1976-2016). (1) The product is: [F:1][C:2]1[CH:3]=[C:4]([NH2:10])[C:5]([NH2:6])=[CH:7][C:8]=1[F:9]. Given the reactants [F:1][C:2]1[C:8]([F:9])=[CH:7][C:5]([NH2:6])=[C:4]([N+:10]([O-])=O)[CH:3]=1.[O-]S(S([O-])=O)=O.[Na+].[Na+].C([O-])(O)=O.[Na+].CO, predict the reaction product. (2) Given the reactants [CH:1]1([NH:4][C:5](=[O:30])[C:6]2[CH:11]=[C:10]([C:12]3[CH:13]=[C:14]4[C:18](=[CH:19][CH:20]=3)[N:17]([CH2:21][C:22]3[CH:23]=[N:24][CH:25]=[CH:26][CH:27]=3)[N:16]=[CH:15]4)[C:9]([CH3:28])=[C:8]([F:29])[CH:7]=2)[CH2:3][CH2:2]1.C1C=C(Cl)C=C(C(OO)=[O:39])C=1, predict the reaction product. The product is: [CH:1]1([NH:4][C:5](=[O:30])[C:6]2[CH:11]=[C:10]([C:12]3[CH:13]=[C:14]4[C:18](=[CH:19][CH:20]=3)[N:17]([CH2:21][C:22]3[CH:23]=[N+:24]([O-:39])[CH:25]=[CH:26][CH:27]=3)[N:16]=[CH:15]4)[C:9]([CH3:28])=[C:8]([F:29])[CH:7]=2)[CH2:2][CH2:3]1. (3) Given the reactants [C:1](O[BH-](OC(=O)C)OC(=O)C)(=O)C.[Na+].[C:15]1([C@H:21]([N:23]2[CH2:28][CH2:27][O:26][C@@H:25]([C:29]3[CH:34]=[CH:33][C:32]([NH:35][C@@H:36]4[CH2:40][CH2:39][O:38][CH2:37]4)=[CH:31][CH:30]=3)[CH2:24]2)[CH3:22])[CH:20]=[CH:19][CH:18]=[CH:17][CH:16]=1.C=O, predict the reaction product. The product is: [CH3:1][N:35]([C:32]1[CH:33]=[CH:34][C:29]([C@@H:25]2[O:26][CH2:27][CH2:28][N:23]([C@@H:21]([C:15]3[CH:20]=[CH:19][CH:18]=[CH:17][CH:16]=3)[CH3:22])[CH2:24]2)=[CH:30][CH:31]=1)[C@@H:36]1[CH2:40][CH2:39][O:38][CH2:37]1. (4) Given the reactants [F:1][C:2]1[CH:37]=[CH:36][CH:35]=[C:34]([F:38])[C:3]=1[CH2:4][O:5][C:6]1[C:7]2[N:8]([C:12]([C:16]([NH:18][CH:19]([CH3:33])[C@H:20]([NH:22]C(=O)OCC3C=CC=CC=3)[CH3:21])=[O:17])=[C:13]([CH3:15])[N:14]=2)[CH:9]=[CH:10][CH:11]=1, predict the reaction product. The product is: [NH2:22][C@H:20]([CH3:21])[CH:19]([NH:18][C:16]([C:12]1[N:8]2[CH:9]=[CH:10][CH:11]=[C:6]([O:5][CH2:4][C:3]3[C:2]([F:1])=[CH:37][CH:36]=[CH:35][C:34]=3[F:38])[C:7]2=[N:14][C:13]=1[CH3:15])=[O:17])[CH3:33]. (5) Given the reactants [NH2:1][C:2]1[C:10]2[C:5](=[N:6][C:7]([C:11]3[CH:12]=[C:13]([CH:20]=[CH:21][C:22]=3[CH3:23])[C:14]([NH:16][CH:17]3[CH2:19][CH2:18]3)=[O:15])=[CH:8][CH:9]=2)[NH:4][N:3]=1.[C:24](Cl)(=[O:33])[C:25]1[CH:30]=[CH:29][C:28]([O:31][CH3:32])=[CH:27][CH:26]=1, predict the reaction product. The product is: [CH:17]1([NH:16][C:14](=[O:15])[C:13]2[CH:20]=[CH:21][C:22]([CH3:23])=[C:11]([C:7]3[N:6]=[C:5]4[NH:4][N:3]=[C:2]([NH:1][C:24]([C:25]5[CH:30]=[CH:29][C:28]([O:31][CH3:32])=[CH:27][CH:26]=5)=[O:33])[C:10]4=[CH:9][CH:8]=3)[CH:12]=2)[CH2:18][CH2:19]1. (6) The product is: [C:27]([N:15]([N:9]1[C:8](=[O:20])[C:7]2[C:12](=[CH:13][C:4]([CH:1]([CH3:3])[CH3:2])=[C:5]([C:21]3[N:22]([CH3:26])[N:23]=[CH:24][CH:25]=3)[CH:6]=2)[NH:11][C:10]1=[O:14])[S:16]([CH3:19])(=[O:17])=[O:18])(=[O:33])[CH2:28][CH2:29][CH2:30][CH2:31][CH3:32]. Given the reactants [CH:1]([C:4]1[CH:13]=[C:12]2[C:7]([C:8](=[O:20])[N:9]([NH:15][S:16]([CH3:19])(=[O:18])=[O:17])[C:10](=[O:14])[NH:11]2)=[CH:6][C:5]=1[C:21]1[N:22]([CH3:26])[N:23]=[CH:24][CH:25]=1)([CH3:3])[CH3:2].[C:27](Cl)(=[O:33])[CH2:28][CH2:29][CH2:30][CH2:31][CH3:32], predict the reaction product. (7) Given the reactants Cl.[NH2:2][C@H:3]1[CH2:10][CH2:9][CH2:8][NH:7][C:5](=[O:6])[CH2:4]1.C([O-])([O-])=O.[Na+].[Na+].[CH2:17]([S:27](Cl)(=[O:29])=[O:28])[CH2:18][CH2:19][CH2:20][CH2:21][CH2:22][CH2:23][CH2:24][CH2:25][CH3:26], predict the reaction product. The product is: [CH2:17]([S:27]([NH:2][C@H:3]1[CH2:10][CH2:9][CH2:8][NH:7][C:5](=[O:6])[CH2:4]1)(=[O:29])=[O:28])[CH2:18][CH2:19][CH2:20][CH2:21][CH2:22][CH2:23][CH2:24][CH2:25][CH3:26]. (8) The product is: [Cl-:2].[Cl-:7].[Cl:7][C:8]1[CH:9]=[CH:10][C:11]([C:12]([C:14]2[CH:19]=[CH:18][CH:17]=[CH:16][CH:15]=2)=[O:13])=[CH:20][CH:21]=1. Given the reactants P(Cl)(Cl)(Cl)(Cl)[Cl:2].[Cl:7][C:8]1[CH:21]=[CH:20][C:11]([C:12]([C:14]2[CH:19]=[CH:18][CH:17]=[CH:16][CH:15]=2)=[O:13])=[CH:10][CH:9]=1, predict the reaction product. (9) The product is: [F:18][C:17]1[CH:16]=[C:15]([O:19][CH3:20])[C:14]([F:21])=[CH:13][C:12]=1[N:22]1[CH2:32][CH2:31][CH:25]([C:26]([O:28][CH2:29][CH3:30])=[O:27])[CH2:24][CH2:23]1. Given the reactants BrC1C=CC(OC)=C(C)C=1.Br[C:12]1[C:17]([F:18])=[CH:16][C:15]([O:19][CH3:20])=[C:14]([F:21])[CH:13]=1.[NH:22]1[CH2:32][CH2:31][CH:25]([C:26]([O:28][CH2:29][CH3:30])=[O:27])[CH2:24][CH2:23]1, predict the reaction product. (10) Given the reactants [CH2:1]([C:5]1([CH2:36][CH2:37][CH2:38][CH3:39])[C:17]2[CH:16]=[C:15]([C:18]3[CH:19]=[N:20][N:21]([C:23]4[CH:24]=[C:25]([CH:33]=[CH:34][CH:35]=4)[O:26][C:27]4[CH:32]=[CH:31][CH:30]=[CH:29][N:28]=4)[CH:22]=3)[CH:14]=[CH:13][C:12]=2[C:11]2[C:6]1=[CH:7][CH:8]=[CH:9][CH:10]=2)[CH2:2][CH2:3][CH3:4].CC([O-])=O.CC([O-])=O.[Pd+2:48].C(O)(=O)C, predict the reaction product. The product is: [Pd:48].[CH2:1]([C:5]1([CH2:36][CH2:37][CH2:38][CH3:39])[C:17]2[CH:16]=[C:15]([C:18]3[CH:19]=[N:20][N:21]([C:23]4[CH:24]=[C:25]([CH:33]=[CH:34][CH:35]=4)[O:26][C:27]4[CH:32]=[CH:31][CH:30]=[CH:29][N:28]=4)[CH:22]=3)[CH:14]=[CH:13][C:12]=2[C:11]2[C:6]1=[CH:7][CH:8]=[CH:9][CH:10]=2)[CH2:2][CH2:3][CH3:4].